Dataset: Full USPTO retrosynthesis dataset with 1.9M reactions from patents (1976-2016). Task: Predict the reactants needed to synthesize the given product. Given the product [OH:12][C:13]1[CH:14]=[CH:15][C:16]([C:19]2[C:23](=[O:24])[C:22]([CH3:25])([CH3:26])[O:21][C:20]=2[C:27]2[CH:28]=[CH:29][C:30]([C:31]#[N:32])=[CH:33][CH:34]=2)=[CH:17][CH:18]=1, predict the reactants needed to synthesize it. The reactants are: B(Br)(Br)Br.C([O:12][C:13]1[CH:18]=[CH:17][C:16]([C:19]2[C:23](=[O:24])[C:22]([CH3:26])([CH3:25])[O:21][C:20]=2[C:27]2[CH:34]=[CH:33][C:30]([C:31]#[N:32])=[CH:29][CH:28]=2)=[CH:15][CH:14]=1)C1C=CC=CC=1.